This data is from Catalyst prediction with 721,799 reactions and 888 catalyst types from USPTO. The task is: Predict which catalyst facilitates the given reaction. (1) Reactant: [C:1]([NH:9][NH2:10])(=[O:8])[C:2]1[CH:7]=[CH:6][CH:5]=[CH:4][CH:3]=1.CCO.[CH:14]1[CH:19]=[CH:18][C:17]([C:20](/[CH:22]=[N:23]/[OH:24])=O)=[CH:16][CH:15]=1. Product: [OH:24][N:23]=[CH:22][C:20](=[N:10][NH:9][C:1](=[O:8])[C:2]1[CH:7]=[CH:6][CH:5]=[CH:4][CH:3]=1)[C:17]1[CH:18]=[CH:19][CH:14]=[CH:15][CH:16]=1. The catalyst class is: 5. (2) Reactant: [CH2:1]([N:8]1[C:13](=[O:14])[CH:12]=[C:11]2[S:15][CH:16]=[CH:17][N:10]2[C:9]1=[O:18])[C:2]1[CH:7]=[CH:6][CH:5]=[CH:4][CH:3]=1.[Li]N([Si](C)(C)C)[Si](C)(C)C.[CH2:29]([N:36]=[C:37]=[O:38])[C:30]1[CH:35]=[CH:34][CH:33]=[CH:32][CH:31]=1. Product: [CH2:29]([NH:36][C:37]([C:16]1[S:15][C:11]2[N:10]([C:9](=[O:18])[N:8]([CH2:1][C:2]3[CH:3]=[CH:4][CH:5]=[CH:6][CH:7]=3)[C:13](=[O:14])[CH:12]=2)[CH:17]=1)=[O:38])[C:30]1[CH:35]=[CH:34][CH:33]=[CH:32][CH:31]=1. The catalyst class is: 1.